This data is from Reaction yield outcomes from USPTO patents with 853,638 reactions. The task is: Predict the reaction yield, written as a fraction of the theoretical maximum amount of product (1.0 means a 100% yield; for example, 0.34 means a 34% yield). (1) The reactants are [C:1]([C:3]1[CH:8]=[CH:7][C:6]([CH2:9][CH2:10][C:11]2[C:15]3[C:16](=[O:30])[N:17]([C:24]4[CH:29]=[CH:28][CH:27]=[CH:26][CH:25]=4)[C:18]4[N:19]=[CH:20][CH:21]=[CH:22][C:23]=4[C:14]=3[NH:13][N:12]=2)=[CH:5][CH:4]=1)#N.S(=O)(=O)(O)[OH:32].[OH2:36]. The catalyst is CS(C)=O. The product is [C:1]([C:3]1[CH:4]=[CH:5][C:6]([CH2:9][CH2:10][C:11]2[C:15]3[C:16](=[O:30])[N:17]([C:24]4[CH:25]=[CH:26][CH:27]=[CH:28][CH:29]=4)[C:18]4[N:19]=[CH:20][CH:21]=[CH:22][C:23]=4[C:14]=3[NH:13][N:12]=2)=[CH:7][CH:8]=1)([OH:32])=[O:36]. The yield is 1.00. (2) The reactants are [N+:1]([C:4]1[CH:9]=[CH:8][C:7]([C:10]2[CH:15]=[CH:14][C:13]([C:16](=[O:32])[CH2:17][CH:18]([CH2:24][CH2:25][C:26]3[CH:31]=[CH:30][CH:29]=[CH:28][CH:27]=3)[C:19]([O:21][CH2:22][CH3:23])=[O:20])=[CH:12][CH:11]=2)=[CH:6][CH:5]=1)([O-])=O.Cl. The catalyst is C(O)C.[Fe]. The product is [NH2:1][C:4]1[CH:5]=[CH:6][C:7]([C:10]2[CH:15]=[CH:14][C:13]([C:16](=[O:32])[CH2:17][CH:18]([CH2:24][CH2:25][C:26]3[CH:27]=[CH:28][CH:29]=[CH:30][CH:31]=3)[C:19]([O:21][CH2:22][CH3:23])=[O:20])=[CH:12][CH:11]=2)=[CH:8][CH:9]=1. The yield is 0.950.